This data is from Full USPTO retrosynthesis dataset with 1.9M reactions from patents (1976-2016). The task is: Predict the reactants needed to synthesize the given product. (1) Given the product [ClH:1].[ClH:56].[F:26][C:27]1[CH:32]=[C:31]([C:2]2[N:3]=[C:4]3[C:9](=[CH:10][CH:11]=2)[N:8]=[CH:7][C:6]([C:12](=[O:14])[CH3:13])=[C:5]3[NH:15][C@H:16]2[CH2:21][CH2:20][C@H:19]([CH2:22][N:23]([CH3:25])[CH3:24])[CH2:18][CH2:17]2)[CH:30]=[C:29]([F:42])[C:28]=1[OH:43], predict the reactants needed to synthesize it. The reactants are: [Cl:1][C:2]1[N:3]=[C:4]2[C:9](=[CH:10][CH:11]=1)[N:8]=[CH:7][C:6]([C:12](=[O:14])[CH3:13])=[C:5]2[NH:15][CH:16]1[CH2:21][CH2:20][CH:19]([CH2:22][N:23]([CH3:25])[CH3:24])[CH2:18][CH2:17]1.[F:26][C:27]1[CH:32]=[C:31](B2OC(C)(C)C(C)(C)O2)[CH:30]=[C:29]([F:42])[C:28]=1[OH:43].C1(N)C(F)=C(F)C(F)=C(N)C=1F.[ClH:56].Cl. (2) The reactants are: [NH2:1][C@@:2]1([C:11]2[CH:16]=[CH:15][CH:14]=[CH:13][C:12]=2[F:17])[CH2:6][C@@H:5]([O:7][CH3:8])[CH2:4][C@H:3]1[CH2:9][OH:10].[C:18]1([CH2:31][O:32][C:33]([N:35]=[C:36]=[S:37])=[O:34])[C:30]2[CH2:29][C:28]3[C:23](=[CH:24][CH:25]=[CH:26][CH:27]=3)[C:22]=2[CH:21]=[CH:20][CH:19]=1. Given the product [F:17][C:12]1[CH:13]=[CH:14][CH:15]=[CH:16][C:11]=1[C@:2]1([NH:1][C:36]([NH:35][C:33](=[O:34])[O:32][CH2:31][CH:18]2[C:19]3[CH:20]=[CH:21][CH:22]=[CH:30][C:29]=3[C:28]3[C:27]2=[CH:26][CH:25]=[CH:24][CH:23]=3)=[S:37])[CH2:6][C@@H:5]([O:7][CH3:8])[CH2:4][C@H:3]1[CH2:9][OH:10], predict the reactants needed to synthesize it. (3) Given the product [C:20]1([S:9]([C:6]2[CH:7]=[CH:8][C:3]([OH:2])=[CH:4][CH:5]=2)(=[O:11])=[O:10])[C:21]2[C:16](=[CH:15][CH:14]=[CH:13][CH:12]=2)[CH:17]=[CH:18][CH:19]=1, predict the reactants needed to synthesize it. The reactants are: C[O:2][C:3]1[CH:8]=[CH:7][C:6]([S:9]([OH:11])=[O:10])=[CH:5][CH:4]=1.[C:12]1(B(O)O)[C:21]2[C:16](=[CH:17][CH:18]=[CH:19][CH:20]=2)[CH:15]=[CH:14][CH:13]=1.C(N(CC)CC)C.Cl.